This data is from Blood-brain barrier permeability regression values from the B3DB database. The task is: Regression/Classification. Given a drug SMILES string, predict its absorption, distribution, metabolism, or excretion properties. Task type varies by dataset: regression for continuous measurements (e.g., permeability, clearance, half-life) or binary classification for categorical outcomes (e.g., BBB penetration, CYP inhibition). For this dataset (b3db_regression), we predict Y. (1) The drug is CC[C@H]1C(=O)N(CC(=O)N([C@H](C(=O)N[C@H](C(=O)N([C@H](C(=O)N[C@H](C(=O)N[C@@H](C(=O)N([C@H](C(=O)N([C@H](C(=O)N([C@H](C(=O)N([C@H](C(=O)N1)[C@@H]([C@H](C)C/C=C/C)O)C)C(C)C)C)CC(C)C)C)CC(C)C)C)C)C)CC(C)C)C)C(C)C)CC(C)C)C)C. The Y is 0.520 log(BB ratio). (2) The drug is CCCCCCC1(C(=O)NC(=O)NC1=O)CC. The Y is 0.360 log(BB ratio). (3) The molecule is CN1CCN2C(C1)C3=CC=CC=C3CC4=CC=CC=C42. The Y is 0.990 log(BB ratio). (4) The drug is CC1C(=NC=N1)CSCCNC(=NC)NC#N. The Y is -1.42 log(BB ratio). (5) The molecule is CC1C2CC3=C([C@@]1(CCN2CC=C(C)C)C)C=C(C=C3)O. The Y is 0.510 log(BB ratio). (6) The compound is C(CCl)Cl. The Y is -0.140 log(BB ratio).